From a dataset of Reaction yield outcomes from USPTO patents with 853,638 reactions. Predict the reaction yield, written as a fraction of the theoretical maximum amount of product (1.0 means a 100% yield; for example, 0.34 means a 34% yield). The reactants are O.[O:2]=[CH:3][C@@H:4]([C@H:6]([C@@H:8]([C@@H:10]([CH2:12][OH:13])[OH:11])[OH:9])[OH:7])[OH:5].[C:14]([O-:26])(=[O:25])[CH2:15][C:16]([CH2:21][C:22]([O-:24])=[O:23])([C:18]([O-:20])=[O:19])[OH:17].[NH4+:27].[NH4+].[NH4+]. The product is [C:14]([O-:26])(=[O:25])[CH2:15][C:16]([CH2:21][C:22]([O-:24])=[O:23])([C:18]([O-:20])=[O:19])[OH:17].[NH4+:27].[NH4+:27].[NH4+:27].[O:2]=[CH:3][C@@H:4]([C@H:6]([C@@H:8]([C@@H:10]([CH2:12][OH:13])[OH:11])[OH:9])[OH:7])[OH:5]. No catalyst specified. The yield is 0.0800.